Dataset: Catalyst prediction with 721,799 reactions and 888 catalyst types from USPTO. Task: Predict which catalyst facilitates the given reaction. (1) Reactant: [CH3:1][C:2](=[CH2:17])[CH2:3][N:4]1[CH2:9][CH2:8][N:7]([C:10]2[CH:15]=[CH:14][C:13]([NH2:16])=[CH:12][CH:11]=2)[CH2:6][CH2:5]1.C(N(CC)CC)C.[O:25]=[C:26]([C:30]1[N:38]2[C:33]([CH2:34][CH2:35][CH2:36][CH2:37]2)=[CH:32][C:31]=1[C:39]1[CH:44]=[CH:43][CH:42]=[CH:41][CH:40]=1)[C:27](Cl)=[O:28]. Product: [CH3:17][C:2](=[CH2:1])[CH2:3][N:4]1[CH2:9][CH2:8][N:7]([C:10]2[CH:15]=[CH:14][C:13]([NH:16][C:27](=[O:28])[C:26](=[O:25])[C:30]3[N:38]4[C:33]([CH2:34][CH2:35][CH2:36][CH2:37]4)=[CH:32][C:31]=3[C:39]3[CH:40]=[CH:41][CH:42]=[CH:43][CH:44]=3)=[CH:12][CH:11]=2)[CH2:6][CH2:5]1. The catalyst class is: 2. (2) Reactant: Cl[C:2]1[C:10]2[C:5](=[CH:6][CH:7]=[CH:8][CH:9]=2)[N:4]([S:11]([C:14]2[CH:30]=[CH:29][C:17]([C:18]([NH:20][CH2:21][C:22]3[CH:27]=[CH:26][C:25]([F:28])=[CH:24][CH:23]=3)=[O:19])=[CH:16][CH:15]=2)(=[O:13])=[O:12])[N:3]=1.[NH:31]1[CH2:36][CH2:35][O:34][CH2:33][CH2:32]1. Product: [F:28][C:25]1[CH:26]=[CH:27][C:22]([CH2:21][NH:20][C:18](=[O:19])[C:17]2[CH:29]=[CH:30][C:14]([S:11]([N:4]3[C:5]4[C:10](=[CH:9][CH:8]=[CH:7][CH:6]=4)[C:2]([N:31]4[CH2:36][CH2:35][O:34][CH2:33][CH2:32]4)=[N:3]3)(=[O:13])=[O:12])=[CH:15][CH:16]=2)=[CH:23][CH:24]=1. The catalyst class is: 25.